This data is from Forward reaction prediction with 1.9M reactions from USPTO patents (1976-2016). The task is: Predict the product of the given reaction. Given the reactants [C:1]([O:5][C:6]([NH:8][CH:9]([CH2:20][C:21](=[O:34])[NH:22][CH2:23][CH:24]([OH:33])[CH:25]([OH:32])[CH:26]([OH:31])[CH:27]([OH:30])[CH2:28][OH:29])[C:10]([O:12]CC1C=CC=CC=1)=[O:11])=[O:7])([CH3:4])([CH3:3])[CH3:2], predict the reaction product. The product is: [C:1]([O:5][C:6]([NH:8][CH:9]([CH2:20][C:21](=[O:34])[NH:22][CH2:23][CH:24]([OH:33])[CH:25]([OH:32])[CH:26]([OH:31])[CH:27]([OH:30])[CH2:28][OH:29])[C:10]([OH:12])=[O:11])=[O:7])([CH3:4])([CH3:2])[CH3:3].